Dataset: Peptide-MHC class II binding affinity with 134,281 pairs from IEDB. Task: Regression. Given a peptide amino acid sequence and an MHC pseudo amino acid sequence, predict their binding affinity value. This is MHC class II binding data. The MHC is DRB3_0202 with pseudo-sequence DRB3_0202. The binding affinity (normalized) is 0. The peptide sequence is FPCQEWQEVDSILGF.